From a dataset of Reaction yield outcomes from USPTO patents with 853,638 reactions. Predict the reaction yield, written as a fraction of the theoretical maximum amount of product (1.0 means a 100% yield; for example, 0.34 means a 34% yield). (1) The reactants are C[C@@]1(C2C=CC3C(=CC=C(O[C@H]4CC[C@H]([C:18]([F:21])([F:20])[F:19])CC4)C=3[C:18]([F:21])([F:20])[F:19])C=2)COC(=O)N1.[CH3:33][O:34][C:35](=[O:65])[CH2:36][CH2:37][C:38]([C:43]1[CH:52]=[CH:51][C:50]2[C:45](=[CH:46][CH:47]=[C:48]([O:54][C@H:55]3[CH2:60][CH2:59][C@H:58]([C:61]([F:64])([F:63])[F:62])[CH2:57][CH2:56]3)[C:49]=2I)[CH:44]=1)([N+:40]([O-:42])=[O:41])[CH3:39]. No catalyst specified. The product is [CH3:33][O:34][C:35](=[O:65])[CH2:36][CH2:37][C:38]([N+:40]([O-:42])=[O:41])([C:43]1[CH:52]=[CH:51][C:50]2[C:45](=[CH:46][CH:47]=[C:48]([O:54][CH:55]3[CH2:60][CH2:59][CH:58]([C:61]([F:64])([F:63])[F:62])[CH2:57][CH2:56]3)[C:49]=2[C:18]([F:21])([F:20])[F:19])[CH:44]=1)[CH3:39]. The yield is 0.830. (2) The reactants are [CH3:1][O:2][P:3]([CH2:7][CH2:8][C@H:9]1[O:18][CH:12]2[O:13]C(C)(C)[O:15][C@@H:11]2[CH2:10]1)(=[O:6])[O:4][CH3:5].CO.C(Cl)Cl.OS(O)(=O)=O. The catalyst is C(O)(=O)C.CCO. The product is [CH3:1][O:2][P:3]([CH2:7][CH2:8][C@@H:9]1[CH2:10][C@@H:11]([OH:15])[CH:12]([OH:13])[O:18]1)(=[O:6])[O:4][CH3:5]. The yield is 0.408. (3) The reactants are [OH:1][C:2]1[CH:9]=[CH:8][C:7]([O:10][CH3:11])=[CH:6][C:3]=1[CH:4]=[O:5].C([O-])(=O)C.[Na+].[Br:17]Br.S([O-])([O-])(=O)=S.[Na+].[Na+]. The catalyst is C(O)(=O)C. The product is [Br:17][C:9]1[C:2]([OH:1])=[C:3]([CH:6]=[C:7]([O:10][CH3:11])[CH:8]=1)[CH:4]=[O:5]. The yield is 0.600. (4) The reactants are [H-].[H-].[H-].[H-].[Li+].[Al+3].[CH2:7]([O:14][CH2:15][CH:16]1[CH2:20][N:19]([S:21]([CH3:24])(=[O:23])=[O:22])[CH2:18][CH:17]1[CH2:25][S:26]C(=O)C)[C:8]1[CH:13]=[CH:12][CH:11]=[CH:10][CH:9]=1.O.Cl. The catalyst is CCOCC. The product is [CH2:7]([O:14][CH2:15][CH:16]1[CH2:20][N:19]([S:21]([CH3:24])(=[O:23])=[O:22])[CH2:18][CH:17]1[CH2:25][SH:26])[C:8]1[CH:13]=[CH:12][CH:11]=[CH:10][CH:9]=1. The yield is 0.950. (5) The reactants are [N:1]1[CH:6]=[CH:5][CH:4]=[C:3]([CH:7]=O)[CH:2]=1.[C@@H:9]12[NH:16][C@@H:13]([CH2:14][CH2:15]1)[CH2:12][N:11]([C:17]1[CH:18]=[CH:19][C:20]3[N:21]([C:23]([C:26]([F:29])([F:28])[F:27])=[N:24][N:25]=3)[N:22]=1)[CH2:10]2. The product is [N:1]1[CH:6]=[CH:5][CH:4]=[C:3]([CH2:7][N:16]2[C@H:9]3[CH2:15][CH2:14][C@@H:13]2[CH2:12][N:11]([C:17]2[CH:18]=[CH:19][C:20]4[N:21]([C:23]([C:26]([F:29])([F:27])[F:28])=[N:24][N:25]=4)[N:22]=2)[CH2:10]3)[CH:2]=1. No catalyst specified. The yield is 0.680. (6) The reactants are [CH3:1][C@H:2]1[CH2:8][NH:7][C:6]2[CH:9]=[C:10](B3OC(C)(C)C(C)(C)O3)[CH:11]=[CH:12][C:5]=2[C:4](=[O:22])[NH:3]1.[NH2:23][C:24]1[N:29]=[CH:28][C:27]([C:30]2[CH:35]=[CH:34][C:33]([S:36]([NH:39][CH:40]3[CH2:42][CH2:41]3)(=[O:38])=[O:37])=[CH:32][CH:31]=2)=[CH:26][C:25]=1Br. No catalyst specified. The product is [NH2:23][C:24]1[N:29]=[CH:28][C:27]([C:30]2[CH:31]=[CH:32][C:33]([S:36]([NH:39][CH:40]3[CH2:42][CH2:41]3)(=[O:37])=[O:38])=[CH:34][CH:35]=2)=[CH:26][C:25]=1[C:10]1[CH:11]=[CH:12][C:5]2[C:4](=[O:22])[NH:3][C@@H:2]([CH3:1])[CH2:8][NH:7][C:6]=2[CH:9]=1. The yield is 0.330. (7) The catalyst is CO. The reactants are Cl[CH2:2][CH2:3][O:4][C:5]1[CH:10]=[CH:9][C:8]([C:11]([C:24]2[CH:29]=[CH:28][C:27]([OH:30])=[CH:26][CH:25]=2)=[C:12]([C:15]2[CH:20]=[CH:19][C:18]([OH:21])=[C:17]([O:22][CH3:23])[CH:16]=2)[CH2:13][CH3:14])=[CH:7][CH:6]=1.[CH3:31][NH2:32]. The yield is 0.480. The product is [OH:30][C:27]1[CH:28]=[CH:29][C:24]([C:11]([C:8]2[CH:9]=[CH:10][C:5]([O:4][CH2:3][CH2:2][NH:32][CH3:31])=[CH:6][CH:7]=2)=[C:12]([C:15]2[CH:20]=[CH:19][C:18]([OH:21])=[C:17]([O:22][CH3:23])[CH:16]=2)[CH2:13][CH3:14])=[CH:25][CH:26]=1. (8) The yield is 0.620. The reactants are [CH3:1][C:2]1[O:6][N:5]=[C:4]([C:7]2[CH:12]=[CH:11][CH:10]=[CH:9][CH:8]=2)[C:3]=1[CH2:13][O:14][C:15]1[N:20]=[N:19][C:18]([NH2:21])=[CH:17][CH:16]=1.[C:22](Cl)(=[O:26])[CH2:23][CH2:24][CH3:25]. The product is [CH3:1][C:2]1[O:6][N:5]=[C:4]([C:7]2[CH:8]=[CH:9][CH:10]=[CH:11][CH:12]=2)[C:3]=1[CH2:13][O:14][C:15]1[N:20]=[N:19][C:18]([NH:21][C:22](=[O:26])[CH2:23][CH2:24][CH3:25])=[CH:17][CH:16]=1. No catalyst specified. (9) The reactants are [Cl:1][C:2]1[N:3]=[N:4][C:5](Cl)=[CH:6][CH:7]=1.O.[NH2:10][NH2:11]. The catalyst is CCO. The product is [Cl:1][C:2]1[N:3]=[N:4][C:5]([NH:10][NH2:11])=[CH:6][CH:7]=1. The yield is 0.580.